Dataset: NCI-60 drug combinations with 297,098 pairs across 59 cell lines. Task: Regression. Given two drug SMILES strings and cell line genomic features, predict the synergy score measuring deviation from expected non-interaction effect. Drug 1: C1=CC(=C2C(=C1NCCNCCO)C(=O)C3=C(C=CC(=C3C2=O)O)O)NCCNCCO. Drug 2: CC12CCC3C(C1CCC2OP(=O)(O)O)CCC4=C3C=CC(=C4)OC(=O)N(CCCl)CCCl.[Na+]. Cell line: 786-0. Synergy scores: CSS=40.5, Synergy_ZIP=-2.99, Synergy_Bliss=-3.76, Synergy_Loewe=-53.1, Synergy_HSA=-3.20.